This data is from Forward reaction prediction with 1.9M reactions from USPTO patents (1976-2016). The task is: Predict the product of the given reaction. (1) Given the reactants [Cl:1][C:2]1[CH:7]=[CH:6][C:5]([C:8]2[C:12](O)([CH3:13])[O:11][C:10](=O)[C:9]=2[C:16]2[N:17]=[C:18]([CH3:22])[S:19][C:20]=2[CH3:21])=[CH:4][CH:3]=1.O.[NH2:24][NH2:25], predict the reaction product. The product is: [Cl:1][C:2]1[CH:7]=[CH:6][C:5]([C:8]2[C:12]([CH3:13])=[N:25][NH:24][C:10](=[O:11])[C:9]=2[C:16]2[N:17]=[C:18]([CH3:22])[S:19][C:20]=2[CH3:21])=[CH:4][CH:3]=1. (2) Given the reactants [F:1][C:2]1[CH:7]=[CH:6][C:5]([N+:8]([O-:10])=[O:9])=[CH:4][C:3]=1[N:11]1[C:15](=[O:16])[NH:14][N:13]=[N:12]1.CN(C=O)C.C([O-])([O-])=O.[K+].[K+].Br[CH2:29][CH2:30][F:31], predict the reaction product. The product is: [F:1][C:2]1[CH:7]=[CH:6][C:5]([N+:8]([O-:10])=[O:9])=[CH:4][C:3]=1[N:11]1[C:15](=[O:16])[N:14]([CH2:29][CH2:30][F:31])[N:13]=[N:12]1. (3) Given the reactants [Cl:1][C:2]1[CH:7]=[CH:6][CH:5]=[C:4]([Cl:8])[C:3]=1[N:9]1[CH:26]=[C:12]2[C:13]([NH:17][C:18]3[CH:23]=[C:22]([CH3:24])[N:21]=[C:20](C)[N:19]=3)=[N:14][CH:15]=[CH:16][C:11]2=[N:10]1.[Cl:27]C1C2=CN(C3C(Cl)=CC=CC=3Cl)N=C2C=CN=1.ClC1N=C(N)C=C(C)N=1, predict the reaction product. The product is: [Cl:27][C:20]1[N:19]=[C:18]([NH:17][C:13]2[C:12]3=[CH:26][N:9]([C:3]4[C:4]([Cl:8])=[CH:5][CH:6]=[CH:7][C:2]=4[Cl:1])[N:10]=[C:11]3[CH:16]=[CH:15][N:14]=2)[CH:23]=[C:22]([CH3:24])[N:21]=1.